From a dataset of Full USPTO retrosynthesis dataset with 1.9M reactions from patents (1976-2016). Predict the reactants needed to synthesize the given product. (1) Given the product [S:1]1[C:5]2[CH:6]=[CH:7][CH:8]=[CH:9][C:4]=2[N:3]=[C:2]1[C:10]1[C:15](=[O:16])[NH:14][C:13]([CH:17]2[CH2:18][CH2:19][N:20]([C:38]3[CH:43]=[CH:42][CH:41]=[CH:40][N:39]=3)[CH2:21][CH2:22]2)=[N:12][C:11]=1[NH:23][C@@H:24]1[CH2:29][CH2:28][CH2:27][N:26]([C:30]([O:32][C:33]([CH3:36])([CH3:35])[CH3:34])=[O:31])[CH2:25]1, predict the reactants needed to synthesize it. The reactants are: [S:1]1[C:5]2[CH:6]=[CH:7][CH:8]=[CH:9][C:4]=2[N:3]=[C:2]1[C:10]1[C:15](=[O:16])[NH:14][C:13]([CH:17]2[CH2:22][CH2:21][NH:20][CH2:19][CH2:18]2)=[N:12][C:11]=1[NH:23][C@@H:24]1[CH2:29][CH2:28][CH2:27][N:26]([C:30]([O:32][C:33]([CH3:36])([CH3:35])[CH3:34])=[O:31])[CH2:25]1.F[C:38]1[CH:43]=[CH:42][CH:41]=[CH:40][N:39]=1.C(=O)([O-])[O-].[K+].[K+]. (2) Given the product [C:8]([C:12]1[C:13]([OH:32])=[C:14]([C:19]([CH3:31])=[C:20]([C:22](=[O:30])[C:23]2[CH:24]=[CH:25][C:26]([CH3:29])=[CH:27][CH:28]=2)[CH:21]=1)[C:15]([OH:17])=[O:16])([CH3:11])([CH3:10])[CH3:9], predict the reactants needed to synthesize it. The reactants are: O1CCCC1.CO.[C:8]([C:12]1[C:13]([O:32]C)=[C:14]([C:19]([CH3:31])=[C:20]([C:22](=[O:30])[C:23]2[CH:28]=[CH:27][C:26]([CH3:29])=[CH:25][CH:24]=2)[CH:21]=1)[C:15]([O:17]C)=[O:16])([CH3:11])([CH3:10])[CH3:9].